Dataset: Full USPTO retrosynthesis dataset with 1.9M reactions from patents (1976-2016). Task: Predict the reactants needed to synthesize the given product. (1) Given the product [CH2:25]([C:5]1[N:6]([CH2:9][C:10]2[CH:15]=[CH:14][C:13]([C:16]3[C:17]([C:22]#[N:23])=[CH:18][CH:19]=[CH:20][CH:21]=3)=[CH:12][C:11]=2[F:24])[C:7](=[O:8])[C:2]([C:34]2[CH:35]=[CH:36][C:31]([F:30])=[CH:32][CH:33]=2)=[C:3]([CH3:29])[N:4]=1)[CH2:26][CH2:27][CH3:28], predict the reactants needed to synthesize it. The reactants are: Br[C:2]1[C:7](=[O:8])[N:6]([CH2:9][C:10]2[CH:15]=[CH:14][C:13]([C:16]3[C:17]([C:22]#[N:23])=[CH:18][CH:19]=[CH:20][CH:21]=3)=[CH:12][C:11]=2[F:24])[C:5]([CH2:25][CH2:26][CH2:27][CH3:28])=[N:4][C:3]=1[CH3:29].[F:30][C:31]1[CH:36]=[CH:35][C:34](B(O)O)=[CH:33][CH:32]=1.C(=O)([O-])[O-].[Cs+].[Cs+]. (2) Given the product [Cl:19][C:13]1[CH:12]=[C:11]([CH:16]=[C:15]([CH2:17][O:1][C:2]2[CH:3]=[N:4][CH:5]=[CH:6][CH:7]=2)[CH:14]=1)[C:10]([OH:20])=[O:9], predict the reactants needed to synthesize it. The reactants are: [OH:1][C:2]1[CH:3]=[N:4][CH:5]=[CH:6][CH:7]=1.C[O:9][C:10](=[O:20])[C:11]1[CH:16]=[C:15]([CH2:17]O)[CH:14]=[C:13]([Cl:19])[CH:12]=1.C1(P(C2C=CC=CC=2)C2C=CC=CC=2)C=CC=CC=1.CCOC(/N=N/C(OCC)=O)=O. (3) The reactants are: Br[C:2]1[CH:7]=[CH:6][C:5]([N:8]([C:16]2[CH:21]=[CH:20][CH:19]=[CH:18][C:17]=2[CH3:22])[C:9]2[CH:14]=[CH:13][CH:12]=[CH:11][C:10]=2[CH3:15])=[CH:4][CH:3]=1.[B:23]1([B:23]2[O:27][C:26]([CH3:29])([CH3:28])[C:25]([CH3:31])([CH3:30])[O:24]2)[O:27][C:26]([CH3:29])([CH3:28])[C:25]([CH3:31])([CH3:30])[O:24]1.CC([O-])=O.[K+].C1(P(C2C=CC=CC=2)C2C=CC=CC=2OC2C=CC=CC=2P(C2C=CC=CC=2)C2C=CC=CC=2)C=CC=CC=1. Given the product [CH3:22][C:17]1[CH:18]=[CH:19][CH:20]=[CH:21][C:16]=1[N:8]([C:5]1[CH:4]=[CH:3][C:2]([B:23]2[O:27][C:26]([CH3:29])([CH3:28])[C:25]([CH3:31])([CH3:30])[O:24]2)=[CH:7][CH:6]=1)[C:9]1[CH:14]=[CH:13][CH:12]=[CH:11][C:10]=1[CH3:15], predict the reactants needed to synthesize it. (4) Given the product [CH3:1][O:2][CH2:3][CH2:4][NH:5][CH2:11][C:12]1[CH:24]=[CH:23][C:15]([O:16][CH2:17][C:18]([O:20][CH2:21][CH3:22])=[O:19])=[C:14]([CH3:25])[CH:13]=1, predict the reactants needed to synthesize it. The reactants are: [CH3:1][O:2][CH2:3][CH2:4][NH2:5].C(N[CH2:11][C:12]1[CH:24]=[CH:23][C:15]([O:16][CH2:17][C:18]([O:20][CH2:21][CH3:22])=[O:19])=[C:14]([CH3:25])[CH:13]=1)CCC.